This data is from TCR-epitope binding with 47,182 pairs between 192 epitopes and 23,139 TCRs. The task is: Binary Classification. Given a T-cell receptor sequence (or CDR3 region) and an epitope sequence, predict whether binding occurs between them. (1) The epitope is HLVDFQVTI. The TCR CDR3 sequence is CASSHPGNTGELFF. Result: 1 (the TCR binds to the epitope). (2) The epitope is RIFTIGTVTLK. The TCR CDR3 sequence is CASSLVGQGYTDTQYF. Result: 1 (the TCR binds to the epitope). (3) The epitope is FLYNLLTRV. The TCR CDR3 sequence is CASSSGFTYEQYF. Result: 0 (the TCR does not bind to the epitope). (4) The epitope is YVLDHLIVV. The TCR CDR3 sequence is CASSLSSGGTGELFF. Result: 0 (the TCR does not bind to the epitope). (5) The epitope is ATDALMTGY. The TCR CDR3 sequence is CASSFDRETEAFF. Result: 0 (the TCR does not bind to the epitope). (6) The epitope is KAFSPEVIPMF. The TCR CDR3 sequence is CASVLWRASTDTQYF. Result: 0 (the TCR does not bind to the epitope). (7) The epitope is YLQPRTFLL. The TCR CDR3 sequence is CASTRWVAGGKGDEQFF. Result: 0 (the TCR does not bind to the epitope). (8) The epitope is LVLSVNPYV. The TCR CDR3 sequence is CASSLAGVSEQYF. Result: 1 (the TCR binds to the epitope).